This data is from HIV replication inhibition screening data with 41,000+ compounds from the AIDS Antiviral Screen. The task is: Binary Classification. Given a drug SMILES string, predict its activity (active/inactive) in a high-throughput screening assay against a specified biological target. (1) The molecule is O=C(OCCSSCCOC(=O)c1ccc([N+](=O)[O-])cc1)c1ccc([N+](=O)[O-])cc1. The result is 0 (inactive). (2) The drug is COC(=O)c1cc2c(cc1CC(Cc1ccc3c(c1)CCC3)C(=O)OC)CCC2. The result is 0 (inactive). (3) The compound is O=C(Nc1ccc(Cl)c(C(F)(F)F)c1)C(=O)C(C(=O)C=Cc1ccccc1)C1OC(=O)c2ccccc21. The result is 0 (inactive).